This data is from Forward reaction prediction with 1.9M reactions from USPTO patents (1976-2016). The task is: Predict the product of the given reaction. Given the reactants [NH2:1][C:2]1[C:7]([CH2:8][OH:9])=[CH:6][CH:5]=[CH:4][N:3]=1.[Br:10]Br, predict the reaction product. The product is: [NH2:1][C:2]1[C:7]([CH2:8][OH:9])=[CH:6][C:5]([Br:10])=[CH:4][N:3]=1.